This data is from Reaction yield outcomes from USPTO patents with 853,638 reactions. The task is: Predict the reaction yield, written as a fraction of the theoretical maximum amount of product (1.0 means a 100% yield; for example, 0.34 means a 34% yield). (1) The reactants are Cl.[F:2][C:3]1[CH:21]=[C:20]([S:22]([CH3:25])(=[O:24])=[O:23])[CH:19]=[CH:18][C:4]=1[O:5][C@H:6]1[CH2:10][CH2:9][N:8]([CH:11]2[CH2:16][CH2:15][NH:14][CH2:13][CH2:12]2)[C:7]1=[O:17].C(N(C(C)C)C(C)C)C.Cl[C:36]1[S:40][N:39]=[C:38]([C:41]([F:44])([F:43])[F:42])[N:37]=1. The catalyst is CN(C=O)C.CCOC(C)=O. The product is [F:2][C:3]1[CH:21]=[C:20]([S:22]([CH3:25])(=[O:24])=[O:23])[CH:19]=[CH:18][C:4]=1[O:5][C@H:6]1[CH2:10][CH2:9][N:8]([CH:11]2[CH2:12][CH2:13][N:14]([C:36]3[S:40][N:39]=[C:38]([C:41]([F:44])([F:43])[F:42])[N:37]=3)[CH2:15][CH2:16]2)[C:7]1=[O:17]. The yield is 0.180. (2) The reactants are [CH:1]12[N:7]([C:8]([O:10][C:11]([CH3:14])([CH3:13])[CH3:12])=[O:9])[CH:4]([CH2:5][CH2:6]1)[CH2:3][CH2:2]2.CN(C)CCN(C)C.[Li]C(CC)C.C1CCCCC1.[CH3:34][C:35]([S:38](/[N:40]=[CH:41]/[C:42]1[O:43][C:44]([CH3:47])=[CH:45][CH:46]=1)=[O:39])([CH3:37])[CH3:36]. The catalyst is CCOCC. The product is [CH3:36][C:35]([CH3:37])([S:38]([NH:40][CH:41]([C:42]1[O:43][C:44]([CH3:47])=[CH:45][CH:46]=1)[C:1]12[N:7]([C:8]([O:10][C:11]([CH3:14])([CH3:13])[CH3:12])=[O:9])[CH:4]([CH2:3][CH2:2]1)[CH2:5][CH2:6]2)=[O:39])[CH3:34]. The yield is 0.370. (3) The reactants are [CH2:1]([C:3]1[C:8]([O:9][CH3:10])=[CH:7][C:6]([C:11](=[O:13])[CH3:12])=[C:5]([N+:14]([O-])=O)[CH:4]=1)[CH3:2].N. The catalyst is C(O)(=O)C.O.[Fe]. The product is [NH2:14][C:5]1[CH:4]=[C:3]([CH2:1][CH3:2])[C:8]([O:9][CH3:10])=[CH:7][C:6]=1[C:11](=[O:13])[CH3:12]. The yield is 0.880. (4) The reactants are [C:1]1([C@@H:7]2[O:9][C@H:8]2[C:10]([O-:12])=O)[CH:6]=[CH:5][CH:4]=[CH:3][CH:2]=1.[K+].[CH:14]1[CH:15]=CC2N(O)N=N[C:18]=2[CH:19]=1.C[N:25]1[CH2:30][CH2:29][O:28][CH2:27][CH2:26]1.[CH3:31][CH2:32]N=C=NCCCN(C)C.Cl. The catalyst is C1COCC1. The product is [CH:29]1([CH2:30][N:25]([C@@H:26]2[CH2:18][CH2:19][CH2:14][CH2:15][C@H:27]2[OH:28])[C:10]([C@H:8]2[C@H:7]([C:1]3[CH:2]=[CH:3][CH:4]=[CH:5][CH:6]=3)[O:9]2)=[O:12])[CH2:32][CH2:31]1. The yield is 0.660. (5) The reactants are [CH3:1][O:2][C:3]1[CH:8]=[C:7]([O:9][CH3:10])[C:6]([C:11]2[N:12]([CH3:20])[C:13]3[C:18]([CH:19]=2)=[CH:17][CH:16]=[CH:15][CH:14]=3)=[CH:5][C:4]=1[CH:21]=[CH:22][C:23]([C:25]1[CH:30]=[CH:29][C:28]([S:31]([NH2:34])(=[O:33])=[O:32])=[CH:27][CH:26]=1)=[O:24].[C:35](O[C:35](=[O:39])[CH2:36][CH2:37][CH3:38])(=[O:39])[CH2:36][CH2:37][CH3:38].C(N(CC)CC)C.O. The catalyst is C1COCC1.CN(C)C1C=CN=CC=1. The product is [C:35]([NH:34][S:31]([C:28]1[CH:27]=[CH:26][C:25]([C:23](=[O:24])/[CH:22]=[CH:21]/[C:4]2[CH:5]=[C:6]([C:11]3[N:12]([CH3:20])[C:13]4[C:18]([CH:19]=3)=[CH:17][CH:16]=[CH:15][CH:14]=4)[C:7]([O:9][CH3:10])=[CH:8][C:3]=2[O:2][CH3:1])=[CH:30][CH:29]=1)(=[O:33])=[O:32])(=[O:39])[CH2:36][CH2:37][CH3:38]. The yield is 0.550. (6) The reactants are [CH2:1]([C:3]1(CCC)[C:7]2[C:8]([CH3:23])=[CH:9][C:10]([CH3:22])=[C:11]([CH2:12][C:13]3[CH:18]=[CH:17][C:16]([CH:19]([CH3:21])[CH3:20])=[CH:15][CH:14]=3)[C:6]=2[O:5][CH2:4]1)[CH3:2].C([SiH](CC)CC)C.O. The catalyst is FC(F)(F)C(O)=O. The product is [CH2:1]([CH:3]1[C:7]2[C:8]([CH3:23])=[CH:9][C:10]([CH3:22])=[C:11]([CH2:12][C:13]3[CH:14]=[CH:15][C:16]([CH:19]([CH3:20])[CH3:21])=[CH:17][CH:18]=3)[C:6]=2[O:5][CH2:4]1)[CH3:2]. The yield is 0.990. (7) The reactants are [NH:1]1[C:9]2[CH:8]=[CH:7][N:6]=[CH:5][C:4]=2[CH:3]=[CH:2]1.C1COCC1.[C:15]1([S:21](Cl)(=[O:23])=[O:22])[CH:20]=[CH:19][CH:18]=[CH:17][CH:16]=1. No catalyst specified. The product is [C:15]1([S:21]([N:1]2[C:9]3[CH:8]=[CH:7][N:6]=[CH:5][C:4]=3[CH:3]=[CH:2]2)(=[O:23])=[O:22])[CH:20]=[CH:19][CH:18]=[CH:17][CH:16]=1. The yield is 0.550. (8) The yield is 0.660. The reactants are [H-].[Na+].[CH2:3](Cl)[C:4]1[CH:9]=[CH:8][CH:7]=[CH:6][CH:5]=1.[NH4+].[Cl-].[CH3:13][C:14]1[CH:15]=[CH:16][C:17](S(O)(=O)=O)=[CH:18][CH:19]=1.[OH2:24].[CH3:25]O.[CH2:27]1[CH2:31][O:30][CH2:29][CH2:28]1. The catalyst is C1COCC1. The product is [CH2:3]([O:30][C@@H:31]([CH2:27][CH2:28][CH2:29][CH2:19][CH2:18][CH2:17][CH2:16][CH2:15][CH2:14][CH3:13])[CH2:25][OH:24])[C:4]1[CH:9]=[CH:8][CH:7]=[CH:6][CH:5]=1.